Dataset: Forward reaction prediction with 1.9M reactions from USPTO patents (1976-2016). Task: Predict the product of the given reaction. (1) Given the reactants [Li]C(CC)C.Br[C:7]1[C:12]([CH3:13])=[CH:11][C:10]([OH:14])=[CH:9][C:8]=1[CH3:15].[CH:16]([Si:19]([CH:32]([CH3:34])[CH3:33])([CH:29]([CH3:31])[CH3:30])[O:20][C:21]1[CH:28]=[CH:27][C:24]([CH:25]=[O:26])=[CH:23][CH:22]=1)([CH3:18])[CH3:17].C(O)(=O)C, predict the reaction product. The product is: [CH3:15][C:8]1[CH:9]=[C:10]([OH:14])[CH:11]=[C:12]([CH3:13])[C:7]=1[CH:25]([C:24]1[CH:23]=[CH:22][C:21]([O:20][Si:19]([CH:29]([CH3:31])[CH3:30])([CH:32]([CH3:34])[CH3:33])[CH:16]([CH3:17])[CH3:18])=[CH:28][CH:27]=1)[OH:26]. (2) Given the reactants [Br:1][C:2]1[CH:3]=[C:4]2[C:8](=[CH:9][CH:10]=1)[NH:7][N:6]=[C:5]2[CH:11]=O.[C:13]1([NH2:20])[CH:18]=[CH:17][CH:16]=[CH:15][C:14]=1[NH2:19].S(=O)(O)[O-].[Na+], predict the reaction product. The product is: [NH:19]1[C:14]2[CH:15]=[CH:16][CH:17]=[CH:18][C:13]=2[N:20]=[C:11]1[C:5]1[C:4]2[C:8](=[CH:9][CH:10]=[C:2]([Br:1])[CH:3]=2)[NH:7][N:6]=1. (3) Given the reactants [CH3:1][N:2]([CH3:26])[C:3]([C:5]1[N:10]=[C:9]2[C:11]([CH3:15])=[C:12]([CH3:14])[NH:13][C:8]2=[C:7]([NH:16][CH2:17][C:18]2[C:23]([CH3:24])=[CH:22][CH:21]=[CH:20][C:19]=2[CH3:25])[CH:6]=1)=[O:4].[H-].[Na+].[CH2:29](Br)[C:30]1[CH:35]=[CH:34][CH:33]=[CH:32][CH:31]=1.[Cl-].[NH4+].C(OC(C)C)(C)C, predict the reaction product. The product is: [CH3:26][N:2]([CH3:1])[C:3]([C:5]1[N:10]=[C:9]2[C:11]([CH3:15])=[C:12]([CH3:14])[N:13]([CH2:29][C:30]3[CH:35]=[CH:34][CH:33]=[CH:32][CH:31]=3)[C:8]2=[C:7]([NH:16][CH2:17][C:18]2[C:23]([CH3:24])=[CH:22][CH:21]=[CH:20][C:19]=2[CH3:25])[CH:6]=1)=[O:4]. (4) Given the reactants [CH:1]([O:6][CH3:7])([O:4][CH3:5])OC.[Br:8][C:9]1[C:10](O)=[C:11]([C:18]([CH3:21])([CH3:20])[CH3:19])[CH:12]=[C:13](C(=O)C)[CH:14]=1.[CH3:23]I.[C:25](=[O:28])([O-])[O-].[K+].[K+], predict the reaction product. The product is: [Br:8][C:9]1[CH:14]=[C:13]([C:1]([O:4][CH3:5])([O:6][CH3:7])[CH3:23])[CH:12]=[C:11]([C:18]([CH3:19])([CH3:21])[CH3:20])[C:10]=1[O:28][CH3:25]. (5) Given the reactants [H-].[Na+].[CH3:3]I.[N+:5]([C:8]1[CH:13]=[CH:12][C:11]([C:14]2[NH:18][N:17]=[N:16][N:15]=2)=[CH:10][CH:9]=1)([O-:7])=[O:6], predict the reaction product. The product is: [CH3:3][N:16]1[N:17]=[N:18][C:14]([C:11]2[CH:10]=[CH:9][C:8]([N+:5]([O-:7])=[O:6])=[CH:13][CH:12]=2)=[N:15]1.[CH3:3][N:15]1[C:14]([C:11]2[CH:10]=[CH:9][C:8]([N+:5]([O-:7])=[O:6])=[CH:13][CH:12]=2)=[N:18][N:17]=[N:16]1.